This data is from Peptide-MHC class I binding affinity with 185,985 pairs from IEDB/IMGT. The task is: Regression. Given a peptide amino acid sequence and an MHC pseudo amino acid sequence, predict their binding affinity value. This is MHC class I binding data. (1) The peptide sequence is KISVEKIKQT. The MHC is HLA-A02:03 with pseudo-sequence HLA-A02:03. The binding affinity (normalized) is 0.159. (2) The peptide sequence is DTAKPTSVY. The MHC is HLA-B27:05 with pseudo-sequence HLA-B27:05. The binding affinity (normalized) is 0.0847. (3) The peptide sequence is ATLKNVTEVK. The MHC is HLA-A11:01 with pseudo-sequence HLA-A11:01. The binding affinity (normalized) is 0.479. (4) The binding affinity (normalized) is 0.165. The MHC is HLA-A01:01 with pseudo-sequence HLA-A01:01. The peptide sequence is TVIDLEPISY. (5) The peptide sequence is CPKDGQPSL. The MHC is HLA-B07:02 with pseudo-sequence HLA-B07:02. The binding affinity (normalized) is 0.356. (6) The peptide sequence is HYVRITGLY. The MHC is HLA-A01:01 with pseudo-sequence HLA-A01:01. The binding affinity (normalized) is 0.0934.